This data is from Forward reaction prediction with 1.9M reactions from USPTO patents (1976-2016). The task is: Predict the product of the given reaction. Given the reactants C(O[C:6](=[O:24])[N:7]([C:9]1[CH:10]=[N:11][C:12]([N:16]2[CH2:20][C@H:19]([OH:21])[CH2:18][C@H:17]2[CH2:22][OH:23])=[CH:13][C:14]=1[I:15])[CH3:8])(C)(C)C.Cl.C(N(C(C)C)C(C)C)C.[F:35][C:36]([F:54])([F:53])[C:37]1[CH:38]=[C:39]([C:47](C)([CH3:51])[C:48](Cl)=O)[CH:40]=[C:41]([C:43]([F:46])([F:45])[F:44])[CH:42]=1, predict the reaction product. The product is: [F:35][C:36]([F:53])([F:54])[C:37]1[CH:38]=[C:39]([C:47]([CH3:51])([CH3:48])[C:6]([N:7]([C:9]2[CH:10]=[N:11][C:12]([N:16]3[CH2:20][C@H:19]([OH:21])[CH2:18][C@H:17]3[CH2:22][OH:23])=[CH:13][C:14]=2[I:15])[CH3:8])=[O:24])[CH:40]=[C:41]([C:43]([F:44])([F:45])[F:46])[CH:42]=1.